The task is: Regression. Given two drug SMILES strings and cell line genomic features, predict the synergy score measuring deviation from expected non-interaction effect.. This data is from NCI-60 drug combinations with 297,098 pairs across 59 cell lines. (1) Drug 1: CC1=CC2C(CCC3(C2CCC3(C(=O)C)OC(=O)C)C)C4(C1=CC(=O)CC4)C. Drug 2: C1=NC2=C(N=C(N=C2N1C3C(C(C(O3)CO)O)F)Cl)N. Cell line: NCI/ADR-RES. Synergy scores: CSS=18.2, Synergy_ZIP=-7.57, Synergy_Bliss=-16.1, Synergy_Loewe=-39.5, Synergy_HSA=-15.9. (2) Drug 1: C1=CC(=CC=C1CCC2=CNC3=C2C(=O)NC(=N3)N)C(=O)NC(CCC(=O)O)C(=O)O. Drug 2: CCCCCOC(=O)NC1=NC(=O)N(C=C1F)C2C(C(C(O2)C)O)O. Cell line: TK-10. Synergy scores: CSS=42.6, Synergy_ZIP=1.78, Synergy_Bliss=-0.418, Synergy_Loewe=-12.9, Synergy_HSA=-0.251. (3) Drug 1: CC1=C(C=C(C=C1)NC2=NC=CC(=N2)N(C)C3=CC4=NN(C(=C4C=C3)C)C)S(=O)(=O)N.Cl. Drug 2: CC1CCCC2(C(O2)CC(NC(=O)CC(C(C(=O)C(C1O)C)(C)C)O)C(=CC3=CSC(=N3)C)C)C. Cell line: OVCAR-5. Synergy scores: CSS=-6.77, Synergy_ZIP=0.965, Synergy_Bliss=-3.69, Synergy_Loewe=-10.0, Synergy_HSA=-6.66. (4) Cell line: SF-295. Synergy scores: CSS=31.9, Synergy_ZIP=0.320, Synergy_Bliss=-1.40, Synergy_Loewe=-7.05, Synergy_HSA=-0.758. Drug 1: CN(C)C1=NC(=NC(=N1)N(C)C)N(C)C. Drug 2: CN(CC1=CN=C2C(=N1)C(=NC(=N2)N)N)C3=CC=C(C=C3)C(=O)NC(CCC(=O)O)C(=O)O. (5) Drug 1: CN1C(=O)N2C=NC(=C2N=N1)C(=O)N. Drug 2: CCCCC(=O)OCC(=O)C1(CC(C2=C(C1)C(=C3C(=C2O)C(=O)C4=C(C3=O)C=CC=C4OC)O)OC5CC(C(C(O5)C)O)NC(=O)C(F)(F)F)O. Cell line: TK-10. Synergy scores: CSS=28.5, Synergy_ZIP=-5.77, Synergy_Bliss=-7.23, Synergy_Loewe=-26.0, Synergy_HSA=-6.20. (6) Drug 1: CN1C(=O)N2C=NC(=C2N=N1)C(=O)N. Drug 2: CC(C)NC(=O)C1=CC=C(C=C1)CNNC.Cl. Cell line: PC-3. Synergy scores: CSS=1.57, Synergy_ZIP=-2.98, Synergy_Bliss=-5.15, Synergy_Loewe=0.0872, Synergy_HSA=-2.27. (7) Drug 1: C1CC(C1)(C(=O)O)C(=O)O.[NH2-].[NH2-].[Pt+2]. Drug 2: C1CN(CCN1C(=O)CCBr)C(=O)CCBr. Cell line: T-47D. Synergy scores: CSS=25.6, Synergy_ZIP=-7.47, Synergy_Bliss=-1.22, Synergy_Loewe=4.45, Synergy_HSA=4.57. (8) Drug 1: COC1=NC(=NC2=C1N=CN2C3C(C(C(O3)CO)O)O)N. Drug 2: CC1=C(C(=CC=C1)Cl)NC(=O)C2=CN=C(S2)NC3=CC(=NC(=N3)C)N4CCN(CC4)CCO. Cell line: M14. Synergy scores: CSS=10.1, Synergy_ZIP=-4.15, Synergy_Bliss=-0.301, Synergy_Loewe=1.71, Synergy_HSA=1.78.